Dataset: Forward reaction prediction with 1.9M reactions from USPTO patents (1976-2016). Task: Predict the product of the given reaction. Given the reactants [C:1](N1C=CN=C1)(N1C=CN=C1)=[S:2].[C:13]([O:17][C:18](=[O:33])[N:19]([CH2:23][CH2:24][O:25][C:26]1[CH:31]=[CH:30][C:29]([NH2:32])=[CH:28][CH:27]=1)[CH:20]([CH3:22])[CH3:21])([CH3:16])([CH3:15])[CH3:14], predict the reaction product. The product is: [C:13]([O:17][C:18](=[O:33])[N:19]([CH:20]([CH3:21])[CH3:22])[CH2:23][CH2:24][O:25][C:26]1[CH:27]=[CH:28][C:29]([N:32]=[C:1]=[S:2])=[CH:30][CH:31]=1)([CH3:15])([CH3:16])[CH3:14].